Dataset: Forward reaction prediction with 1.9M reactions from USPTO patents (1976-2016). Task: Predict the product of the given reaction. (1) The product is: [CH3:20][N:19]([CH3:21])[CH2:18][CH2:17][CH2:16][N:1]1[CH:5]=[C:4]([C:6]2[CH:11]=[C:10]([C:12]#[N:13])[CH:9]=[CH:8][N:7]=2)[N:3]=[CH:2]1. Given the reactants [NH:1]1[CH:5]=[C:4]([C:6]2[CH:11]=[C:10]([C:12]#[N:13])[CH:9]=[CH:8][N:7]=2)[N:3]=[CH:2]1.Br.Br[CH2:16][CH2:17][CH2:18][N:19]([CH3:21])[CH3:20], predict the reaction product. (2) Given the reactants Cl[C:2]1[CH:7]=[C:6]([N:8]2[CH2:13][CH2:12][N:11]([C:14]([O:16][C:17]([CH3:20])([CH3:19])[CH3:18])=[O:15])[CH2:10][CH2:9]2)[CH:5]=[CH:4][N:3]=1.[C:21]1(B(O)O)[CH:26]=[CH:25][CH:24]=[CH:23][CH:22]=1.P([O-])([O-])([O-])=O.[K+].[K+].[K+], predict the reaction product. The product is: [C:21]1([C:2]2[CH:7]=[C:6]([N:8]3[CH2:13][CH2:12][N:11]([C:14]([O:16][C:17]([CH3:20])([CH3:19])[CH3:18])=[O:15])[CH2:10][CH2:9]3)[CH:5]=[CH:4][N:3]=2)[CH:26]=[CH:25][CH:24]=[CH:23][CH:22]=1. (3) Given the reactants [CH3:1][C:2]1[CH:10]=[C:9]([CH3:11])[CH:8]=[CH:7][C:3]=1[CH2:4][C:5]#N.S(=O)(=O)(O)[OH:13].[OH2:17], predict the reaction product. The product is: [CH3:1][C:2]1[CH:10]=[C:9]([CH3:11])[CH:8]=[CH:7][C:3]=1[CH2:4][C:5]([OH:13])=[O:17]. (4) Given the reactants Cl[C:2]1[N:7]=[N:6][C:5]([C:8]2[CH:49]=[CH:48][C:11]([CH2:12][C:13]3[N:14]([C:26]4[CH:27]=[C:28]([N:32]5[S:36](=[O:38])(=[O:37])[N:35]([CH2:39][O:40][CH2:41][CH2:42][Si:43]([CH3:46])([CH3:45])[CH3:44])[C:34](=[O:47])[CH2:33]5)[CH:29]=[CH:30][CH:31]=4)[CH:15]=[C:16]([C:18]4[CH:23]=[CH:22][C:21]([Cl:24])=[CH:20][C:19]=4[Cl:25])[N:17]=3)=[CH:10][CH:9]=2)=[CH:4][CH:3]=1.[CH:50]1([CH2:56][CH2:57][OH:58])[CH2:55][CH2:54][CH2:53][CH2:52][CH2:51]1, predict the reaction product. The product is: [CH:50]1([CH2:56][CH2:57][O:58][C:2]2[N:7]=[N:6][C:5]([C:8]3[CH:9]=[CH:10][C:11]([CH2:12][C:13]4[N:14]([C:26]5[CH:27]=[C:28]([N:32]6[S:36](=[O:37])(=[O:38])[N:35]([CH2:39][O:40][CH2:41][CH2:42][Si:43]([CH3:44])([CH3:46])[CH3:45])[C:34](=[O:47])[CH2:33]6)[CH:29]=[CH:30][CH:31]=5)[CH:15]=[C:16]([C:18]5[CH:23]=[CH:22][C:21]([Cl:24])=[CH:20][C:19]=5[Cl:25])[N:17]=4)=[CH:48][CH:49]=3)=[CH:4][CH:3]=2)[CH2:55][CH2:54][CH2:53][CH2:52][CH2:51]1.